This data is from NCI-60 drug combinations with 297,098 pairs across 59 cell lines. The task is: Regression. Given two drug SMILES strings and cell line genomic features, predict the synergy score measuring deviation from expected non-interaction effect. (1) Drug 1: CCC1(CC2CC(C3=C(CCN(C2)C1)C4=CC=CC=C4N3)(C5=C(C=C6C(=C5)C78CCN9C7C(C=CC9)(C(C(C8N6C)(C(=O)OC)O)OC(=O)C)CC)OC)C(=O)OC)O.OS(=O)(=O)O. Drug 2: CC12CCC3C(C1CCC2OP(=O)(O)O)CCC4=C3C=CC(=C4)OC(=O)N(CCCl)CCCl.[Na+]. Cell line: HL-60(TB). Synergy scores: CSS=-20.6, Synergy_ZIP=31.6, Synergy_Bliss=22.3, Synergy_Loewe=-50.9, Synergy_HSA=-50.4. (2) Drug 1: COC1=NC(=NC2=C1N=CN2C3C(C(C(O3)CO)O)O)N. Drug 2: CC(C)CN1C=NC2=C1C3=CC=CC=C3N=C2N. Cell line: HS 578T. Synergy scores: CSS=-1.29, Synergy_ZIP=-2.92, Synergy_Bliss=-6.60, Synergy_Loewe=-5.88, Synergy_HSA=-5.34. (3) Drug 1: CCC(=C(C1=CC=CC=C1)C2=CC=C(C=C2)OCCN(C)C)C3=CC=CC=C3.C(C(=O)O)C(CC(=O)O)(C(=O)O)O. Drug 2: C1C(C(OC1N2C=NC(=NC2=O)N)CO)O. Cell line: UACC62. Synergy scores: CSS=4.12, Synergy_ZIP=0.168, Synergy_Bliss=2.95, Synergy_Loewe=-2.43, Synergy_HSA=-0.0980. (4) Drug 1: CC1=C(C(=CC=C1)Cl)NC(=O)C2=CN=C(S2)NC3=CC(=NC(=N3)C)N4CCN(CC4)CCO. Drug 2: C1CCC(C(C1)[NH-])[NH-].C(=O)(C(=O)[O-])[O-].[Pt+4]. Cell line: UACC62. Synergy scores: CSS=25.5, Synergy_ZIP=-9.36, Synergy_Bliss=-13.1, Synergy_Loewe=-10.4, Synergy_HSA=-8.74. (5) Cell line: BT-549. Drug 2: CC12CCC3C(C1CCC2OP(=O)(O)O)CCC4=C3C=CC(=C4)OC(=O)N(CCCl)CCCl.[Na+]. Drug 1: CC1=CC=C(C=C1)C2=CC(=NN2C3=CC=C(C=C3)S(=O)(=O)N)C(F)(F)F. Synergy scores: CSS=1.54, Synergy_ZIP=-3.73, Synergy_Bliss=1.02, Synergy_Loewe=-1.77, Synergy_HSA=-1.41. (6) Drug 1: C1=CC(=CC=C1CC(C(=O)O)N)N(CCCl)CCCl.Cl. Drug 2: N.N.Cl[Pt+2]Cl. Cell line: SR. Synergy scores: CSS=30.7, Synergy_ZIP=-4.00, Synergy_Bliss=-9.60, Synergy_Loewe=-31.3, Synergy_HSA=-8.90. (7) Drug 1: C1=NC2=C(N=C(N=C2N1C3C(C(C(O3)CO)O)F)Cl)N. Drug 2: CC1CCC2CC(C(=CC=CC=CC(CC(C(=O)C(C(C(=CC(C(=O)CC(OC(=O)C3CCCCN3C(=O)C(=O)C1(O2)O)C(C)CC4CCC(C(C4)OC)O)C)C)O)OC)C)C)C)OC. Cell line: U251. Synergy scores: CSS=0.665, Synergy_ZIP=0.823, Synergy_Bliss=6.94, Synergy_Loewe=-5.88, Synergy_HSA=0.515. (8) Drug 1: CC1=CC2C(CCC3(C2CCC3(C(=O)C)OC(=O)C)C)C4(C1=CC(=O)CC4)C. Synergy scores: CSS=3.46, Synergy_ZIP=-1.28, Synergy_Bliss=-2.01, Synergy_Loewe=-13.7, Synergy_HSA=-12.0. Drug 2: C(=O)(N)NO. Cell line: MCF7. (9) Drug 1: CN1C2=C(C=C(C=C2)N(CCCl)CCCl)N=C1CCCC(=O)O.Cl. Drug 2: C1CC(=O)NC(=O)C1N2C(=O)C3=CC=CC=C3C2=O. Cell line: OVCAR3. Synergy scores: CSS=3.09, Synergy_ZIP=-0.198, Synergy_Bliss=-1.85, Synergy_Loewe=-11.3, Synergy_HSA=-6.69.